This data is from Full USPTO retrosynthesis dataset with 1.9M reactions from patents (1976-2016). The task is: Predict the reactants needed to synthesize the given product. (1) Given the product [CH2:21]([N:1]([CH2:21][C:22]1[CH:27]=[CH:26][CH:25]=[CH:24][CH:23]=1)[CH:2]1[CH2:7][CH2:6][CH2:5][N:4]([C:8]([O:10][C:11]([CH3:14])([CH3:13])[CH3:12])=[O:9])[CH2:3]1)[C:22]1[CH:27]=[CH:26][CH:25]=[CH:24][CH:23]=1, predict the reactants needed to synthesize it. The reactants are: [NH2:1][CH:2]1[CH2:7][CH2:6][CH2:5][N:4]([C:8]([O:10][C:11]([CH3:14])([CH3:13])[CH3:12])=[O:9])[CH2:3]1.C([O-])([O-])=O.[K+].[K+].[CH2:21](Br)[C:22]1[CH:27]=[CH:26][CH:25]=[CH:24][CH:23]=1. (2) Given the product [CH2:44]([C:34]1[CH:33]=[C:32]([NH:31][C:30]([N:18]2[CH2:19][CH:20]3[CH:13]([N:9]4[CH2:10][CH2:11][CH2:12][C@@H:7]([CH2:6][C:5]5[CH:4]=[CH:3][C:2]([F:1])=[CH:22][CH:21]=5)[CH2:8]4)[CH2:14][CH2:15][CH:16]3[CH2:17]2)=[O:29])[CH:37]=[C:36]([C:38]2[N:42]([CH3:43])[N:41]=[N:40][N:39]=2)[CH:35]=1)[CH3:45], predict the reactants needed to synthesize it. The reactants are: [F:1][C:2]1[CH:22]=[CH:21][C:5]([CH2:6][C@@H:7]2[CH2:12][CH2:11][CH2:10][N:9]([CH:13]3[CH:20]4[CH:16]([CH2:17][NH:18][CH2:19]4)[CH2:15][CH2:14]3)[CH2:8]2)=[CH:4][CH:3]=1.C1([O:29][C:30](=O)[NH:31][C:32]2[CH:37]=[C:36]([C:38]3[N:42]([CH3:43])[N:41]=[N:40][N:39]=3)[CH:35]=[C:34]([CH2:44][CH3:45])[CH:33]=2)C=CC=CC=1.C(N(CC)CC)C.C(#N)C. (3) Given the product [F:18][C:19]1[CH:26]=[CH:25][C:22]([CH2:23][N:1]2[C:9]3[C:4](=[CH:5][CH:6]=[CH:7][N:8]=3)[C:3]([CH:10]=[O:11])=[CH:2]2)=[CH:21][CH:20]=1, predict the reactants needed to synthesize it. The reactants are: [NH:1]1[C:9]2[C:4](=[CH:5][CH:6]=[CH:7][N:8]=2)[C:3]([CH:10]=[O:11])=[CH:2]1.C(=O)([O-])[O-].[Cs+].[Cs+].[F:18][C:19]1[CH:26]=[CH:25][C:22]([CH2:23]Cl)=[CH:21][CH:20]=1. (4) Given the product [F:1][C:2]1[CH:7]=[CH:6][CH:5]=[CH:4][C:3]=1[N:8]1[C:13]2[CH:14]=[CH:15][CH:16]=[CH:17][C:12]=2[CH2:11][N:10]([CH2:27][CH2:28][C@H:29]2[CH2:30][O:31]2)[S:9]1(=[O:19])=[O:18], predict the reactants needed to synthesize it. The reactants are: [F:1][C:2]1[CH:7]=[CH:6][CH:5]=[CH:4][C:3]=1[N:8]1[C:13]2[CH:14]=[CH:15][CH:16]=[CH:17][C:12]=2[CH2:11][NH:10][S:9]1(=[O:19])=[O:18].C(=O)([O-])[O-].[K+].[K+].Br[CH2:27][CH2:28][C@@H:29]1[O:31][CH2:30]1. (5) Given the product [Cl:19][C:20]1[CH:25]=[CH:24][C:23]([C:2]2[CH:3]=[C:4]([C:8]([O:10][CH2:11][CH3:12])=[O:9])[N:5]([CH3:7])[CH:6]=2)=[C:22]([O:29][CH3:30])[CH:21]=1, predict the reactants needed to synthesize it. The reactants are: Br[C:2]1[CH:3]=[C:4]([C:8]([O:10][CH2:11][CH3:12])=[O:9])[N:5]([CH3:7])[CH:6]=1.C(=O)([O-])[O-].[Na+].[Na+].[Cl:19][C:20]1[CH:25]=[CH:24][C:23](B(O)O)=[C:22]([O:29][CH3:30])[CH:21]=1.C(Cl)(Cl)Cl. (6) The reactants are: Br[C:2]1[CH:3]=[C:4]([CH2:9][NH:10][C:11]([C:13]2[CH:18]=[CH:17][CH:16]=[C:15]([C:19]([NH:21][CH2:22][C:23]3[C:24]([NH:36][CH:37]4[CH2:42][CH2:41][O:40][CH2:39][CH2:38]4)=[C:25]4[CH:33]=[N:32][N:31]([CH2:34][CH3:35])[C:26]4=[N:27][C:28]=3[CH2:29][CH3:30])=[O:20])[N:14]=2)=[O:12])[CH:5]=[CH:6][C:7]=1[CH3:8].[CH3:43][C@H:44]1[CH2:49][N:48]([CH2:50][C:51]2[CH:56]=[CH:55][CH:54]=[C:53](B3OC(C)(C)C(C)(C)O3)[CH:52]=2)[CH2:47][CH2:46][N:45]1[C:66]([O:68][C:69]([CH3:72])([CH3:71])[CH3:70])=[O:67].C([O-])([O-])=O.[Na+].[Na+]. Given the product [CH2:34]([N:31]1[C:26]2=[N:27][C:28]([CH2:29][CH3:30])=[C:23]([CH2:22][NH:21][C:19]([C:15]3[N:14]=[C:13]([C:11]([NH:10][CH2:9][C:4]4[CH:5]=[CH:6][C:7]([CH3:8])=[C:2]([C:55]5[CH:54]=[CH:53][CH:52]=[C:51]([CH2:50][N:48]6[CH2:47][CH2:46][N:45]([C:66]([O:68][C:69]([CH3:72])([CH3:71])[CH3:70])=[O:67])[C@@H:44]([CH3:43])[CH2:49]6)[CH:56]=5)[CH:3]=4)=[O:12])[CH:18]=[CH:17][CH:16]=3)=[O:20])[C:24]([NH:36][CH:37]3[CH2:42][CH2:41][O:40][CH2:39][CH2:38]3)=[C:25]2[CH:33]=[N:32]1)[CH3:35], predict the reactants needed to synthesize it. (7) Given the product [CH3:1][O:2][C:3](=[O:50])[CH2:4][N:5]([CH2:52][CH2:53][CH3:54])[CH2:6][CH2:7][NH:8][C:9]([C@:11]12[CH2:46][CH2:45][C@@H:44]([C:47]([CH3:49])=[CH2:48])[C@@H:12]1[C@@H:13]1[C@@:26]([CH3:29])([CH2:27][CH2:28]2)[C@@:25]2([CH3:30])[C@@H:16]([C@:17]3([CH3:43])[C@@H:22]([CH2:23][CH2:24]2)[C:21]([CH3:32])([CH3:31])[C:20]([C:33]2[CH:34]=[CH:35][C:36]([C:37]([O:39][CH3:40])=[O:38])=[CH:41][CH:42]=2)=[CH:19][CH2:18]3)[CH2:15][CH2:14]1)=[O:10], predict the reactants needed to synthesize it. The reactants are: [CH3:1][O:2][C:3](=[O:50])[CH2:4][NH:5][CH2:6][CH2:7][NH:8][C:9]([C@:11]12[CH2:46][CH2:45][C@@H:44]([C:47]([CH3:49])=[CH2:48])[C@@H:12]1[C@@H:13]1[C@@:26]([CH3:29])([CH2:27][CH2:28]2)[C@@:25]2([CH3:30])[C@@H:16]([C@:17]3([CH3:43])[C@@H:22]([CH2:23][CH2:24]2)[C:21]([CH3:32])([CH3:31])[C:20]([C:33]2[CH:42]=[CH:41][C:36]([C:37]([O:39][CH3:40])=[O:38])=[CH:35][CH:34]=2)=[CH:19][CH2:18]3)[CH2:15][CH2:14]1)=[O:10].I[CH2:52][CH2:53][CH3:54].C(=O)([O-])[O-].[K+].[K+].